From a dataset of Catalyst prediction with 721,799 reactions and 888 catalyst types from USPTO. Predict which catalyst facilitates the given reaction. Reactant: [Br:1][C:2]1[CH:3]=[CH:4][C:5]([OH:11])=[C:6]([C:8](=[O:10])[CH3:9])[CH:7]=1.[C:12]([CH:16]1[CH2:21][CH2:20][C:19](=O)[CH2:18][CH2:17]1)([CH3:15])([CH3:14])[CH3:13].N1CCCC1. The catalyst class is: 5. Product: [Br:1][C:2]1[CH:7]=[C:6]2[C:5](=[CH:4][CH:3]=1)[O:11][C:19]1([CH2:20][CH2:21][CH:16]([C:12]([CH3:15])([CH3:14])[CH3:13])[CH2:17][CH2:18]1)[CH2:9][C:8]2=[O:10].